This data is from Reaction yield outcomes from USPTO patents with 853,638 reactions. The task is: Predict the reaction yield, written as a fraction of the theoretical maximum amount of product (1.0 means a 100% yield; for example, 0.34 means a 34% yield). (1) The reactants are [CH:1]1([O:6][C:7]2[CH:8]=[C:9]3[C:14](=[CH:15][C:16]=2[O:17][CH3:18])[CH:13]([CH2:19][C:20]2[CH:25]=[CH:24][CH:23]=[C:22]([O:26][CH3:27])[CH:21]=2)[NH:12][CH:11]=[C:10]3[CH:28]=[O:29])[CH2:5][CH2:4][CH2:3][CH2:2]1. The catalyst is C(Cl)(Cl)Cl.[O-2].[Mn+4].[O-2]. The product is [CH:1]1([O:6][C:7]2[CH:8]=[C:9]3[C:14](=[CH:15][C:16]=2[O:17][CH3:18])[C:13]([CH2:19][C:20]2[CH:25]=[CH:24][CH:23]=[C:22]([O:26][CH3:27])[CH:21]=2)=[N:12][CH:11]=[C:10]3[CH:28]=[O:29])[CH2:2][CH2:3][CH2:4][CH2:5]1. The yield is 0.990. (2) The reactants are [Cl:1][C:2]1[CH:7]=[CH:6][C:5]([CH2:8][C:9]#[N:10])=[CH:4][C:3]=1[OH:11].C([O-])([O-])=O.[K+].[K+].[CH:18]1[CH:23]=[CH:22][C:21]([CH2:24]Br)=[CH:20][CH:19]=1. The catalyst is CC#N. The product is [CH2:24]([O:11][C:3]1[CH:4]=[C:5]([CH2:8][C:9]#[N:10])[CH:6]=[CH:7][C:2]=1[Cl:1])[C:21]1[CH:22]=[CH:23][CH:18]=[CH:19][CH:20]=1. The yield is 0.600. (3) The reactants are Br[C:2]1[CH:23]=[CH:22][C:5]([C:6]([NH:8][S:9]([C:12]2[CH:17]=[CH:16][CH:15]=[CH:14][C:13]=2[S:18](=[O:21])(=[O:20])[NH2:19])(=[O:11])=[O:10])=[O:7])=[CH:4][CH:3]=1.[C:24]([C:28]#[C:29]B(OC(C)C)OC(C)C)([CH3:27])([CH3:26])[CH3:25].C(=O)([O-])[O-].[Na+].[Na+].O. The catalyst is CN(C=O)C.Cl[Pd]Cl.C1(P(C2C=CC=CC=2)[C-]2C=CC=C2)C=CC=CC=1.[C-]1(P(C2C=CC=CC=2)C2C=CC=CC=2)C=CC=C1.[Fe+2]. The product is [CH3:25][C:24]([CH3:27])([CH3:26])[C:28]#[C:29][C:2]1[CH:23]=[CH:22][C:5]([C:6]([NH:8][S:9]([C:12]2[CH:17]=[CH:16][CH:15]=[CH:14][C:13]=2[S:18](=[O:21])(=[O:20])[NH2:19])(=[O:11])=[O:10])=[O:7])=[CH:4][CH:3]=1. The yield is 0.490. (4) The reactants are [N+:1]([C:4]1[CH:5]=[C:6]([CH2:10][S:11](Cl)(=[O:13])=[O:12])[CH:7]=[CH:8][CH:9]=1)([O-:3])=[O:2].[CH3:15][NH:16][CH3:17]. The catalyst is C1C=CC=CC=1. The product is [N+:1]([C:4]1[CH:5]=[C:6]([CH2:10][S:11]([N:16]([CH3:17])[CH3:15])(=[O:13])=[O:12])[CH:7]=[CH:8][CH:9]=1)([O-:3])=[O:2]. The yield is 0.950. (5) The reactants are [CH2:1]([N:5]1[C:9](=[O:10])[C:8]2[CH:11]=[CH:12][S:13][C:7]=2[C:6]1=[O:14])[CH2:2][CH2:3][CH3:4].C1C(=O)N([Br:22])C(=O)C1. The yield is 0.500. The catalyst is S(=O)(=O)(O)O.FC(F)(F)C(O)=O.O. The product is [Br:22][C:12]1[S:13][C:7]2[C:6](=[O:14])[N:5]([CH2:1][CH2:2][CH2:3][CH3:4])[C:9](=[O:10])[C:8]=2[CH:11]=1. (6) The reactants are [CH2:1]([O:8][C:9]([N:11]1[CH2:15][C:14](=[CH2:16])[C@:13]([CH3:20])(C(O)=O)[CH2:12]1)=[O:10])[C:2]1[CH:7]=[CH:6][CH:5]=[CH:4][CH:3]=1.C([N:23](CC)CC)C.C1(P(N=[N+]=[N-])(C2C=CC=CC=2)=O)C=CC=CC=1.[C:45](O[C:45]([O:47][C:48]([CH3:51])([CH3:50])[CH3:49])=[O:46])([O:47][C:48]([CH3:51])([CH3:50])[CH3:49])=[O:46]. The catalyst is C1(C)C=CC=CC=1. The product is [CH2:1]([O:8][C:9]([N:11]1[CH2:15][C:14](=[CH2:16])[C@@:13]([NH:23][C:45]([O:47][C:48]([CH3:51])([CH3:50])[CH3:49])=[O:46])([CH3:20])[CH2:12]1)=[O:10])[C:2]1[CH:3]=[CH:4][CH:5]=[CH:6][CH:7]=1. The yield is 0.692. (7) The catalyst is CN(C=O)C.[Zn]. The yield is 0.620. The reactants are Cl[C:2]([C:5]([C:8]([C:11]([S:14]([F:17])(=[O:16])=[O:15])([Cl:13])[F:12])([F:10])[F:9])(Cl)[F:6])([F:4])[F:3]. The product is [Cl:13][C:11]([F:12])([S:14]([F:17])(=[O:15])=[O:16])[C:8]([F:9])([F:10])[C:5]([F:6])=[C:2]([F:4])[F:3]. (8) The product is [CH3:11][C:7]1[S:8][CH:9]=[CH:10][C:6]=1[C:4](=[O:5])[CH3:13]. The catalyst is O1CCCC1. The reactants are CON(C)[C:4]([C:6]1[CH:10]=[CH:9][S:8][C:7]=1[CH3:11])=[O:5].[CH3:13][Mg]Cl.O1CCCC1.[Cl-].[NH4+]. The yield is 0.530.